From a dataset of Forward reaction prediction with 1.9M reactions from USPTO patents (1976-2016). Predict the product of the given reaction. Given the reactants Cl.[NH2:2][C:3]1[N:11]=[CH:10][N:9]=[C:8]2[C:4]=1[N:5]=[CH:6][N:7]2[C:12]1[CH:17]=[CH:16][C:15]([NH:18][C:19]([NH:21][C:22]2[CH:27]=[CH:26][C:25]([Cl:28])=[C:24]([C:29]([F:32])([F:31])[F:30])[CH:23]=2)=[O:20])=[CH:14][CH:13]=1.[CH3:33][N:34](C(OC(C)(C)C)=O)[C@H:35]([C:40](O)=[O:41])[CH2:36][CH:37]([CH3:39])[CH3:38], predict the reaction product. The product is: [ClH:28].[Cl:28][C:25]1[CH:26]=[CH:27][C:22]([NH:21][C:19](=[O:20])[NH:18][C:15]2[CH:14]=[CH:13][C:12]([N:7]3[CH:6]=[N:5][C:4]4[C:8]3=[N:9][CH:10]=[N:11][C:3]=4[NH:2][C:40](=[O:41])[C@@H:35]([NH:34][CH3:33])[CH2:36][CH:37]([CH3:39])[CH3:38])=[CH:17][CH:16]=2)=[CH:23][C:24]=1[C:29]([F:31])([F:32])[F:30].